From a dataset of Kinase inhibitor bioactivity data combining Ki, Kd, and IC50 measurements. Regression. Given a target protein amino acid sequence and a drug SMILES string, predict the binding affinity score between them. We predict KIBA score (integrated kinase binding score). Dataset: kiba. The drug is COc1cc(-c2ccc3[nH]nc(C(=O)Nc4ccccc4)c3c2)ccc1O. The target protein (O00418) has sequence MADEDLIFRLEGVDGGQSPRAGHDGDSDGDSDDEEGYFICPITDDPSSNQNVNSKVNKYYSNLTKSERYSSSGSPANSFHFKEAWKHAIQKAKHMPDPWAEFHLEDIATERATRHRYNAVTGEWLDDEVLIKMASQPFGRGAMRECFRTKKLSNFLHAQQWKGASNYVAKRYIEPVDRDVYFEDVRLQMEAKLWGEEYNRHKPPKQVDIMQMCIIELKDRPGKPLFHLEHYIEGKYIKYNSNSGFVRDDNIRLTPQAFSHFTFERSGHQLIVVDIQGVGDLYTDPQIHTETGTDFGDGNLGVRGMALFFYSHACNRICESMGLAPFDLSPRERDAVNQNTKLLQSAKTILRGTEEKCGSPQVRTLSGSRPPLLRPLSENSGDENMSDVTFDSLPSSPSSATPHSQKLDHLHWPVFSDLDNMASRDHDHLDNHRESENSGDSGYPSEKRGELDDPEPREHGHSYSNRKYESDEDSLGSSGRVCVEKWNLLNSSRLHLPRAS.... The KIBA score is 11.5.